The task is: Predict the product of the given reaction.. This data is from Forward reaction prediction with 1.9M reactions from USPTO patents (1976-2016). Given the reactants [CH3:1][O:2][C:3]1[C:4]([CH2:12][N:13]([CH3:15])[CH3:14])=[C:5]2[C:9](=[CH:10][CH:11]=1)[NH:8][CH:7]=[CH:6]2.CN(C=O)C.[C:21]([C:23]1[CH:24]=[C:25]([S:29](Cl)(=[O:31])=[O:30])[CH:26]=[CH:27][CH:28]=1)#[N:22], predict the reaction product. The product is: [CH3:15][N:13]([CH2:12][C:4]1[C:3]([O:2][CH3:1])=[CH:11][CH:10]=[C:9]2[C:5]=1[CH:6]=[CH:7][N:8]2[S:29]([C:25]1[CH:24]=[C:23]([CH:28]=[CH:27][CH:26]=1)[C:21]#[N:22])(=[O:31])=[O:30])[CH3:14].